This data is from NCI-60 drug combinations with 297,098 pairs across 59 cell lines. The task is: Regression. Given two drug SMILES strings and cell line genomic features, predict the synergy score measuring deviation from expected non-interaction effect. Drug 1: C1=NC(=NC(=O)N1C2C(C(C(O2)CO)O)O)N. Drug 2: COCCOC1=C(C=C2C(=C1)C(=NC=N2)NC3=CC=CC(=C3)C#C)OCCOC.Cl. Cell line: SK-MEL-28. Synergy scores: CSS=18.2, Synergy_ZIP=-4.65, Synergy_Bliss=1.24, Synergy_Loewe=-5.84, Synergy_HSA=0.0150.